Dataset: Full USPTO retrosynthesis dataset with 1.9M reactions from patents (1976-2016). Task: Predict the reactants needed to synthesize the given product. (1) Given the product [N+:1]([C:4]1[CH:48]=[CH:47][C:7]([C:8]([O:10][C@@H:11]2[CH2:15][C@@H:14]([C:16](=[O:28])[N:17]([C:49]([O:51][C:52]([CH3:55])([CH3:54])[CH3:53])=[O:50])[C@:18]3([C:23]([O:25][CH2:26][CH3:27])=[O:24])[CH2:20][CH:19]3[CH:21]=[CH2:22])[N:13]([C:29](=[O:46])[C@@H:30]([NH:38][C:39]([O:41][C:42]([CH3:45])([CH3:44])[CH3:43])=[O:40])[CH2:31][CH2:32][CH2:33][CH2:34][CH2:35][CH:36]=[CH2:37])[CH2:12]2)=[O:9])=[CH:6][CH:5]=1)([O-:3])=[O:2], predict the reactants needed to synthesize it. The reactants are: [N+:1]([C:4]1[CH:48]=[CH:47][C:7]([C:8]([O:10][C@@H:11]2[CH2:15][C@@H:14]([C:16](=[O:28])[NH:17][C@:18]3([C:23]([O:25][CH2:26][CH3:27])=[O:24])[CH2:20][CH:19]3[CH:21]=[CH2:22])[N:13]([C:29](=[O:46])[C@@H:30]([NH:38][C:39]([O:41][C:42]([CH3:45])([CH3:44])[CH3:43])=[O:40])[CH2:31][CH2:32][CH2:33][CH2:34][CH2:35][CH:36]=[CH2:37])[CH2:12]2)=[O:9])=[CH:6][CH:5]=1)([O-:3])=[O:2].[C:49](O[C:49]([O:51][C:52]([CH3:55])([CH3:54])[CH3:53])=[O:50])([O:51][C:52]([CH3:55])([CH3:54])[CH3:53])=[O:50]. (2) The reactants are: [N:1]1[C:9]2[C:4](=[N:5][CH:6]=[CH:7][CH:8]=2)[N:3]([CH2:10][C:11]2[CH:22]=[CH:21][C:14]3[N:15]=[C:16](S(C)=O)[O:17][C:13]=3[CH:12]=2)[CH:2]=1.[CH2:23]1[C:31]2[C:26](=[CH:27][CH:28]=[CH:29][CH:30]=2)[C@@H:25]([NH2:32])[C@@H:24]1[OH:33].CCN(C(C)C)C(C)C. Given the product [N:1]1[C:9]2[C:4](=[N:5][CH:6]=[CH:7][CH:8]=2)[N:3]([CH2:10][C:11]2[CH:22]=[CH:21][C:14]3[N:15]=[C:16]([NH:32][C@@H:25]4[C:26]5[C:31](=[CH:30][CH:29]=[CH:28][CH:27]=5)[CH2:23][C@H:24]4[OH:33])[O:17][C:13]=3[CH:12]=2)[CH:2]=1, predict the reactants needed to synthesize it. (3) Given the product [CH2:1]1[C:9]2[C:4](=[CH:5][CH:6]=[CH:7][CH:8]=2)[CH2:3][CH:2]1[C:10]([NH:16][NH2:17])=[O:12], predict the reactants needed to synthesize it. The reactants are: [CH2:1]1[C:9]2[C:4](=[CH:5][CH:6]=[CH:7][CH:8]=2)[CH2:3][CH:2]1[C:10]([OH:12])=O.CO.O.[NH2:16][NH2:17]. (4) The reactants are: [CH2:1]([C:5]1[CH:13]=[CH:12][C:8]([C:9]([NH2:11])=[O:10])=[CH:7][C:6]=1[N+:14]([O-])=O)[CH:2]([CH3:4])[CH3:3].CC1C=CC(C(N)=O)=CC=1NC(N)=S. Given the product [NH2:14][C:6]1[CH:7]=[C:8]([CH:12]=[CH:13][C:5]=1[CH2:1][CH:2]([CH3:4])[CH3:3])[C:9]([NH2:11])=[O:10], predict the reactants needed to synthesize it.